This data is from Peptide-MHC class II binding affinity with 134,281 pairs from IEDB. The task is: Regression. Given a peptide amino acid sequence and an MHC pseudo amino acid sequence, predict their binding affinity value. This is MHC class II binding data. (1) The peptide sequence is CISMIGLCACVVDVW. The MHC is HLA-DQA10501-DQB10301 with pseudo-sequence HLA-DQA10501-DQB10301. The binding affinity (normalized) is 0.467. (2) The peptide sequence is SRKRRSHDVLTVQFL. The MHC is HLA-DQA10201-DQB10303 with pseudo-sequence HLA-DQA10201-DQB10303. The binding affinity (normalized) is 0.373. (3) The peptide sequence is INEPTAAAIAYGLDR. The MHC is DRB1_0301 with pseudo-sequence DRB1_0301. The binding affinity (normalized) is 0.191. (4) The peptide sequence is AVNGKKSAHGSPTFW. The MHC is DRB1_0901 with pseudo-sequence DRB1_0901. The binding affinity (normalized) is 0.477. (5) The peptide sequence is MSWQTYVDEHLMCEI. The MHC is DRB1_0802 with pseudo-sequence DRB1_0802. The binding affinity (normalized) is 0.163. (6) The peptide sequence is IQYVNYWFAPGAGAA. The MHC is HLA-DPA10201-DPB10101 with pseudo-sequence HLA-DPA10201-DPB10101. The binding affinity (normalized) is 0.225. (7) The MHC is HLA-DQA10301-DQB10302 with pseudo-sequence HLA-DQA10301-DQB10302. The binding affinity (normalized) is 0.526. The peptide sequence is EKKYFAATEFEPLAA.